Task: Predict the reactants needed to synthesize the given product.. Dataset: Full USPTO retrosynthesis dataset with 1.9M reactions from patents (1976-2016) (1) Given the product [CH3:1][O:2][C:3]([C:4]1[CH:5]=[C:6]([C:22]2[CH:23]=[CH:24][C:25]([O:26][CH3:27])=[C:20]([Cl:19])[CH:21]=2)[C:7]([O:10][CH:11]2[CH2:14][C:13]([F:16])([F:15])[CH2:12]2)=[CH:8][CH:9]=1)=[O:18], predict the reactants needed to synthesize it. The reactants are: [CH3:1][O:2][C:3](=[O:18])[C:4]1[CH:9]=[CH:8][C:7]([O:10][CH:11]2[CH2:14][C:13]([F:16])([F:15])[CH2:12]2)=[C:6](Br)[CH:5]=1.[Cl:19][C:20]1[CH:21]=[C:22](B(O)O)[CH:23]=[CH:24][C:25]=1[O:26][CH3:27].C([O-])([O-])=O.[K+].[K+].C1(P(C2C=CC=CC=2)C2C=CC=CC=2)C=CC=CC=1. (2) Given the product [ClH:43].[F:34][CH:32]([F:33])[O:31][C:28]1[CH:29]=[CH:30][C:25]([S:22]([NH:21][C:16]2[CH:15]=[CH:14][C:13]3[CH2:12][C@@H:11]([NH:7][CH2:8][CH2:9][CH3:10])[CH2:20][CH2:19][C:18]=3[CH:17]=2)(=[O:24])=[O:23])=[CH:26][CH:27]=1, predict the reactants needed to synthesize it. The reactants are: C(OC(=O)[N:7]([C@H:11]1[CH2:20][CH2:19][C:18]2[C:13](=[CH:14][CH:15]=[C:16]([NH:21][S:22]([C:25]3[CH:30]=[CH:29][C:28]([O:31][CH:32]([F:34])[F:33])=[CH:27][CH:26]=3)(=[O:24])=[O:23])[CH:17]=2)[CH2:12]1)[CH2:8][CH2:9][CH3:10])(C)(C)C.FC(F)(F)C(O)=O.[Cl:43]CCl. (3) Given the product [O:1]([C:8]1[N:13]=[CH:12][C:11]([NH:14][C:29]([CH:26]2[CH2:25][CH2:24][N:23]([C:19]3[CH:20]=[CH:21][CH:22]=[C:17]([C:16]([F:33])([F:15])[F:32])[CH:18]=3)[CH2:28][CH2:27]2)=[O:30])=[CH:10][CH:9]=1)[C:2]1[CH:3]=[CH:4][CH:5]=[CH:6][CH:7]=1, predict the reactants needed to synthesize it. The reactants are: [O:1]([C:8]1[N:13]=[CH:12][C:11]([NH2:14])=[CH:10][CH:9]=1)[C:2]1[CH:7]=[CH:6][CH:5]=[CH:4][CH:3]=1.[F:15][C:16]([F:33])([F:32])[C:17]1[CH:18]=[C:19]([N:23]2[CH2:28][CH2:27][CH:26]([C:29](O)=[O:30])[CH2:25][CH2:24]2)[CH:20]=[CH:21][CH:22]=1. (4) Given the product [CH:1]1([C:5]2[O:9][N:8]=[C:7]([C:10]3[C:11]([Cl:17])=[CH:12][N:13]=[CH:14][C:15]=3[Cl:16])[C:6]=2[CH2:18][O:19][C:20]2[CH:25]=[CH:24][C:23]([C:26]3[CH:27]=[C:28]4[C:33](=[CH:34][CH:35]=3)[N:32]=[C:31]([C:36]([OH:38])=[O:37])[CH:30]=[CH:29]4)=[CH:22][CH:21]=2)[CH2:2][CH2:3][CH2:4]1, predict the reactants needed to synthesize it. The reactants are: [CH:1]1([C:5]2[O:9][N:8]=[C:7]([C:10]3[C:15]([Cl:16])=[CH:14][N:13]=[CH:12][C:11]=3[Cl:17])[C:6]=2[CH2:18][O:19][C:20]2[CH:25]=[CH:24][C:23]([C:26]3[CH:27]=[C:28]4[C:33](=[CH:34][CH:35]=3)[N:32]=[C:31]([C:36]([O:38]C)=[O:37])[CH:30]=[CH:29]4)=[CH:22][CH:21]=2)[CH2:4][CH2:3][CH2:2]1.O1CCCC1.[OH-].[Na+].Cl. (5) Given the product [O:28]=[C:19]1[C:20]2[C:25](=[CH:24][CH:23]=[CH:22][CH:21]=2)[C:26](=[O:27])[N:18]1[CH2:17][CH2:16][CH2:15][C:14]#[C:13][C:5]1[C:6]([N:8]2[CH2:12][CH2:11][CH2:10][CH2:9]2)=[N:7][C:2]([NH:29][C:30]2[CH:37]=[CH:36][C:33]([C:34]#[N:35])=[CH:32][CH:31]=2)=[N:3][CH:4]=1, predict the reactants needed to synthesize it. The reactants are: Cl[C:2]1[N:7]=[C:6]([N:8]2[CH2:12][CH2:11][CH2:10][CH2:9]2)[C:5]([C:13]#[C:14][CH2:15][CH2:16][CH2:17][N:18]2[C:26](=[O:27])[C:25]3[C:20](=[CH:21][CH:22]=[CH:23][CH:24]=3)[C:19]2=[O:28])=[CH:4][N:3]=1.[NH2:29][C:30]1[CH:37]=[CH:36][C:33]([C:34]#[N:35])=[CH:32][CH:31]=1.C(=O)([O-])[O-].[Cs+].[Cs+].C(OCC)(=O)C. (6) Given the product [CH2:1]([O:3][C:4](=[O:31])[C:5]1[CH:10]=[CH:9][C:8]([O:11][C:12]2[CH:17]=[CH:16][C:15]([B:18]3[O:22][C:21]([CH3:23])([CH3:24])[C:20]([CH3:26])([CH3:25])[O:19]3)=[C:14]([CH2:27][OH:28])[CH:13]=2)=[CH:7][C:6]=1[O:29][CH3:30])[CH3:2], predict the reactants needed to synthesize it. The reactants are: [CH2:1]([O:3][C:4](=[O:31])[C:5]1[CH:10]=[CH:9][C:8]([O:11][C:12]2[CH:17]=[CH:16][C:15]([B:18]3[O:22][C:21]([CH3:24])([CH3:23])[C:20]([CH3:26])([CH3:25])[O:19]3)=[C:14]([CH:27]=[O:28])[CH:13]=2)=[CH:7][C:6]=1[O:29][CH3:30])[CH3:2].[BH4-].[Na+].